This data is from Full USPTO retrosynthesis dataset with 1.9M reactions from patents (1976-2016). The task is: Predict the reactants needed to synthesize the given product. (1) Given the product [Br:1][C:2]1[C:3]([Cl:13])=[CH:4][C:5]([F:12])=[C:6]([S:8]([N:18]2[C:19]3[C:24](=[CH:23][CH:22]=[CH:21][CH:20]=3)[C:15]([CH3:25])([CH3:14])[CH2:16][CH2:17]2)(=[O:10])=[O:9])[CH:7]=1, predict the reactants needed to synthesize it. The reactants are: [Br:1][C:2]1[C:3]([Cl:13])=[CH:4][C:5]([F:12])=[C:6]([S:8](Cl)(=[O:10])=[O:9])[CH:7]=1.[CH3:14][C:15]1([CH3:25])[C:24]2[C:19](=[CH:20][CH:21]=[CH:22][CH:23]=2)[NH:18][CH2:17][CH2:16]1.C(N(CC)CC)C.S(Cl)(Cl)(=O)=O. (2) Given the product [CH3:13][CH:12]([O:11][C:6]([CH3:7])=[O:10])[CH2:22][O:4][CH3:3], predict the reactants needed to synthesize it. The reactants are: C([C:3](C)=[O:4])C.[C:6]([O:11][C:12]1([CH2:22]C)C2CC3CC(C[CH:13]1C3)C2)(=[O:10])[C:7](C)=C.N(C(C)(C)C#N)=NC(C)(C)C#N. (3) Given the product [CH2:26]([O:28][C:29](=[O:34])[C:30]([O:9][C:6]1[CH:5]=[CH:4][C:3]([CH:10]([CH3:25])[C:11]([OH:16])([C:17]2[CH:18]=[CH:19][C:20](=[O:24])[N:21]([CH3:23])[CH:22]=2)[C:12]([F:15])([F:13])[F:14])=[C:2]([Cl:1])[C:7]=1[Cl:8])([CH3:32])[CH3:31])[CH3:27], predict the reactants needed to synthesize it. The reactants are: [Cl:1][C:2]1[C:7]([Cl:8])=[C:6]([OH:9])[CH:5]=[CH:4][C:3]=1[CH:10]([CH3:25])[C:11]([C:17]1[CH:18]=[CH:19][C:20](=[O:24])[N:21]([CH3:23])[CH:22]=1)([OH:16])[C:12]([F:15])([F:14])[F:13].[CH2:26]([O:28][C:29](=[O:34])[C:30](Br)([CH3:32])[CH3:31])[CH3:27].[OH-].[Na+].Cl. (4) Given the product [CH:1]1([CH2:4][N:5]([CH2:30][CH2:31][CH3:32])[C:6]2[N:11]=[CH:10][N:9]=[C:8]([C:12]([NH:14][C:15]3[CH:16]=[C:17]4[C:21](=[CH:22][CH:23]=3)[N:20]([CH2:24][C:25]([OH:27])=[O:26])[N:19]=[CH:18]4)=[O:13])[CH:7]=2)[CH2:3][CH2:2]1, predict the reactants needed to synthesize it. The reactants are: [CH:1]1([CH2:4][N:5]([CH2:30][CH2:31][CH3:32])[C:6]2[N:11]=[CH:10][N:9]=[C:8]([C:12]([NH:14][C:15]3[CH:16]=[C:17]4[C:21](=[CH:22][CH:23]=3)[N:20]([CH2:24][C:25]([O:27]CC)=[O:26])[N:19]=[CH:18]4)=[O:13])[CH:7]=2)[CH2:3][CH2:2]1.[OH-].[Na+].O.Cl. (5) The reactants are: [Cl:1][C:2]1[CH:26]=[CH:25][C:5]([C:6]([NH:8][CH:9]([C:19]2[CH:24]=[CH:23][CH:22]=[CH:21][CH:20]=2)[CH2:10][NH:11]C(=O)OC(C)(C)C)=[O:7])=[CH:4][C:3]=1[NH:27][C:28]([C:30]1[C:40](=[O:41])[NH:39][C:33]2[N:34]=[C:35]([CH3:38])[N:36]=[CH:37][C:32]=2[CH:31]=1)=[O:29].Cl. Given the product [ClH:1].[NH2:11][CH2:10][CH:9]([NH:8][C:6]([C:5]1[CH:25]=[CH:26][C:2]([Cl:1])=[C:3]([NH:27][C:28]([C:30]2[C:40](=[O:41])[NH:39][C:33]3[N:34]=[C:35]([CH3:38])[N:36]=[CH:37][C:32]=3[CH:31]=2)=[O:29])[CH:4]=1)=[O:7])[C:19]1[CH:20]=[CH:21][CH:22]=[CH:23][CH:24]=1, predict the reactants needed to synthesize it. (6) Given the product [O:16]=[C:7]1[C:8]2[C:13](=[CH:12][CH:11]=[CH:10][CH:9]=2)[C:14](=[O:15])[N:6]1[C:3]([CH3:5])([CH3:4])[CH:2]=[O:1], predict the reactants needed to synthesize it. The reactants are: [OH:1][CH2:2][C:3]([N:6]1[C:14](=[O:15])[C:13]2[C:8](=[CH:9][CH:10]=[CH:11][CH:12]=2)[C:7]1=[O:16])([CH3:5])[CH3:4].C(N(CC)CC)C. (7) The reactants are: B(Cl)(Cl)Cl.C([O:12][CH2:13][C@@H:14]1[O:32][CH2:31][C@:17]2([C:33]3[CH:38]=[C:37]([Br:39])[CH:36]=[CH:35][C:34]=3[F:40])[N:18]=[C:19]([NH:22][C:23](=[O:30])[C:24]3[CH:29]=[CH:28][CH:27]=[CH:26][CH:25]=3)[S:20][CH2:21][C@@H:16]2[CH2:15]1)C1C=CC=CC=1. Given the product [Br:39][C:37]1[CH:36]=[CH:35][C:34]([F:40])=[C:33]([C@:17]23[CH2:31][O:32][C@@H:14]([CH2:13][OH:12])[CH2:15][C@H:16]2[CH2:21][S:20][C:19]([NH:22][C:23](=[O:30])[C:24]2[CH:25]=[CH:26][CH:27]=[CH:28][CH:29]=2)=[N:18]3)[CH:38]=1, predict the reactants needed to synthesize it. (8) Given the product [CH3:1][CH:2]([CH3:28])[CH:3]([NH:15][C:16]([CH:18]1[CH2:22][CH:21]([CH2:23][CH2:24][CH2:25][CH2:26][CH3:27])[CH2:20][N:19]1[CH2:30][C:29]#[N:31])=[O:17])[CH:4]1[CH:9]([OH:10])[CH:8]([OH:11])[CH:7]([OH:12])[CH:6]([S:13][CH3:14])[O:5]1, predict the reactants needed to synthesize it. The reactants are: [CH3:1][CH:2]([CH3:28])[CH:3]([NH:15][C:16]([CH:18]1[CH2:22][CH:21]([CH2:23][CH2:24][CH2:25][CH2:26][CH3:27])[CH2:20][NH:19]1)=[O:17])[CH:4]1[CH:9]([OH:10])[CH:8]([OH:11])[CH:7]([OH:12])[CH:6]([S:13][CH3:14])[O:5]1.[CH2:29]([N:31](CC)CC)[CH3:30].BrCC#N. (9) Given the product [CH:1]1([N:4]([CH2:39][C:40]2[CH:45]=[C:44]([CH2:46][CH2:47][CH2:48][O:49][CH3:50])[CH:43]=[C:42]([O:51][CH2:52][CH2:53][O:54][CH3:55])[CH:41]=2)[C:5]([C@@H:7]2[C@@H:12]([C:13]3[CH:18]=[CH:17][C:16]([O:19][CH2:20][CH2:21][O:22][C:23]4[C:28]([Cl:29])=[CH:27][C:26]([CH3:30])=[CH:25][C:24]=4[Cl:31])=[CH:15][CH:14]=3)[CH2:11][CH2:10][NH:9][CH2:8]2)=[O:6])[CH2:2][CH2:3]1, predict the reactants needed to synthesize it. The reactants are: [CH:1]1([N:4]([CH2:39][C:40]2[CH:45]=[C:44]([CH2:46][CH2:47][CH2:48][O:49][CH3:50])[CH:43]=[C:42]([O:51][CH2:52][CH2:53][O:54][CH3:55])[CH:41]=2)[C:5]([C@@H:7]2[C@@H:12]([C:13]3[CH:18]=[CH:17][C:16]([O:19][CH2:20][CH2:21][O:22][C:23]4[C:28]([Cl:29])=[CH:27][C:26]([CH3:30])=[CH:25][C:24]=4[Cl:31])=[CH:15][CH:14]=3)[CH2:11][CH2:10][N:9](C(OC(C)(C)C)=O)[CH2:8]2)=[O:6])[CH2:3][CH2:2]1.Cl.O1CCOCC1. (10) Given the product [Cl:18][C:19]1[CH:33]=[CH:32][C:22]2[C:23]([N:26]3[CH2:31][CH2:30][N:29]([CH2:2][CH2:3][CH2:4][CH2:5][O:6][C:7]4[CH:16]=[C:15]5[C:10]([CH2:11][CH2:12][C:13](=[O:17])[NH:14]5)=[CH:9][CH:8]=4)[CH2:28][CH2:27]3)=[N:24][O:25][C:21]=2[CH:20]=1, predict the reactants needed to synthesize it. The reactants are: Cl[CH2:2][CH2:3][CH2:4][CH2:5][O:6][C:7]1[CH:16]=[C:15]2[C:10]([CH2:11][CH2:12][C:13](=[O:17])[NH:14]2)=[CH:9][CH:8]=1.[Cl:18][C:19]1[CH:33]=[CH:32][C:22]2[C:23]([N:26]3[CH2:31][CH2:30][NH:29][CH2:28][CH2:27]3)=[N:24][O:25][C:21]=2[CH:20]=1.C(=O)([O-])[O-].[K+].[K+].CN(C=O)C.